From a dataset of Peptide-MHC class I binding affinity with 185,985 pairs from IEDB/IMGT. Regression. Given a peptide amino acid sequence and an MHC pseudo amino acid sequence, predict their binding affinity value. This is MHC class I binding data. (1) The MHC is HLA-A25:01 with pseudo-sequence HLA-A25:01. The peptide sequence is LMQCWQLLA. The binding affinity (normalized) is 0.0847. (2) The peptide sequence is SVANIDRIK. The MHC is HLA-A02:19 with pseudo-sequence HLA-A02:19. The binding affinity (normalized) is 0.0847. (3) The peptide sequence is AQGYKVLVL. The MHC is Patr-B0101 with pseudo-sequence Patr-B0101. The binding affinity (normalized) is 0. (4) The peptide sequence is AEIESATLF. The MHC is HLA-B57:01 with pseudo-sequence HLA-B57:01. The binding affinity (normalized) is 0.0847. (5) The peptide sequence is RRQGCWKCGKM. The MHC is HLA-B27:05 with pseudo-sequence HLA-B27:05. The binding affinity (normalized) is 0.620. (6) The peptide sequence is ISSVLTILY. The MHC is HLA-A31:01 with pseudo-sequence HLA-A31:01. The binding affinity (normalized) is 0.341. (7) The peptide sequence is VTGCASLYV. The MHC is HLA-B39:01 with pseudo-sequence HLA-B39:01. The binding affinity (normalized) is 0.0847.